From a dataset of Full USPTO retrosynthesis dataset with 1.9M reactions from patents (1976-2016). Predict the reactants needed to synthesize the given product. Given the product [CH3:29][O:16][C:7]1[N:8]=[C:9]([CH3:15])[C:10]2[C:5]([C:6]=1[CH2:17][C:18]1[CH:27]=[CH:26][C:25]3[C:20](=[CH:21][CH:22]=[CH:23][CH:24]=3)[CH:19]=1)=[CH:4][C:3]([O:2][CH3:1])=[C:12]([O:13][CH3:14])[CH:11]=2, predict the reactants needed to synthesize it. The reactants are: [CH3:1][O:2][C:3]1[CH:4]=[C:5]2[C:10](=[CH:11][C:12]=1[O:13][CH3:14])[C:9]([CH3:15])=[N:8][C:7]([OH:16])=[C:6]2[CH2:17][C:18]1[CH:27]=[CH:26][C:25]2[C:20](=[CH:21][CH:22]=[CH:23][CH:24]=2)[CH:19]=1.[Li+].[CH3:29][Si]([N-][Si](C)(C)C)(C)C.S(OC)(OC)(=O)=O.